From a dataset of Reaction yield outcomes from USPTO patents with 853,638 reactions. Predict the reaction yield, written as a fraction of the theoretical maximum amount of product (1.0 means a 100% yield; for example, 0.34 means a 34% yield). (1) The reactants are Cl[C:2]1[C:7]([CH:8]2[CH2:10][CH2:9]2)=[C:6]([Cl:11])[N:5]=[CH:4][N:3]=1.[CH:12]([O:15][C:16]([N:18]1[CH2:23][CH2:22][CH:21]([OH:24])[CH2:20][CH2:19]1)=[O:17])([CH3:14])[CH3:13].CC(C)([O-])C.[K+]. The catalyst is C1COCC1. The product is [CH:12]([O:15][C:16]([N:18]1[CH2:19][CH2:20][CH:21]([O:24][C:2]2[C:7]([CH:8]3[CH2:10][CH2:9]3)=[C:6]([Cl:11])[N:5]=[CH:4][N:3]=2)[CH2:22][CH2:23]1)=[O:17])([CH3:14])[CH3:13]. The yield is 0.737. (2) The reactants are [CH2:1]([C:4]1[CH:9]=[CH:8][C:7]([C:10]([SH:12])=S)=[CH:6][CH:5]=1)[CH2:2][CH3:3].[H-].[Na+].[CH3:15][O:16][C:17]1[CH:22]=[CH:21][C:20]([OH:23])=[C:19]([C:24]([F:27])([F:26])[F:25])[C:18]=1[C:28]([F:31])([F:30])[F:29].II. The catalyst is C1COCC1. The product is [CH2:1]([C:4]1[CH:5]=[CH:6][C:7]([C:10]([O:23][C:20]2[CH:21]=[CH:22][C:17]([O:16][CH3:15])=[C:18]([C:28]([F:29])([F:30])[F:31])[C:19]=2[C:24]([F:25])([F:26])[F:27])=[S:12])=[CH:8][CH:9]=1)[CH2:2][CH3:3]. The yield is 0.260. (3) No catalyst specified. The yield is 0.200. The reactants are [NH:1]1[C:5]2[CH:6]=[CH:7][C:8]([C:10]([N:12]3[C@@H:21]4[C@@H:16]([C:17]5[CH:25]=[CH:24][C:23]([C:26]([OH:28])=O)=[CH:22][C:18]=5[CH2:19][CH2:20]4)[CH2:15][CH2:14][CH2:13]3)=[O:11])=[CH:9][C:4]=2[N:3]=[CH:2]1.[CH3:29][NH:30][CH3:31]. The product is [CH3:29][N:30]([CH3:31])[C:26]([C:23]1[CH:24]=[CH:25][C:17]2[C@@H:16]3[C@H:21]([CH2:20][CH2:19][C:18]=2[CH:22]=1)[N:12]([C:10]([C:8]1[CH:7]=[CH:6][C:5]2[NH:1][CH:2]=[N:3][C:4]=2[CH:9]=1)=[O:11])[CH2:13][CH2:14][CH2:15]3)=[O:28]. (4) The reactants are [CH3:1][O:2][C:3]1[CH:8]=[CH:7][C:6]([NH:9][C:10](=[O:12])[CH3:11])=[CH:5][C:4]=1[C:13]1[N:14]([CH3:18])[N:15]=[CH:16][CH:17]=1.[Br:19]N1C(=O)CCC1=O.O. The catalyst is CN(C)C(=O)C. The product is [Br:19][C:17]1[CH:16]=[N:15][N:14]([CH3:18])[C:13]=1[C:4]1[CH:5]=[C:6]([NH:9][C:10](=[O:12])[CH3:11])[CH:7]=[CH:8][C:3]=1[O:2][CH3:1]. The yield is 0.961.